This data is from Catalyst prediction with 721,799 reactions and 888 catalyst types from USPTO. The task is: Predict which catalyst facilitates the given reaction. (1) Reactant: [CH2:1]([O:3][C:4]([C:6]1[S:10][C:9]([C:11]2[CH:16]=[CH:15][C:14]([Cl:17])=[CH:13][CH:12]=2)=[N:8][C:7]=1[CH2:18]Br)=[O:5])[CH3:2].[CH2:20]([O:22][C:23](=[O:33])[CH2:24][NH:25][C:26]([O:28][C:29]([CH3:32])([CH3:31])[CH3:30])=[O:27])[CH3:21].[H-].[Na+]. Product: [CH2:1]([O:3][C:4]([C:6]1[S:10][C:9]([C:11]2[CH:16]=[CH:15][C:14]([Cl:17])=[CH:13][CH:12]=2)=[N:8][C:7]=1[CH2:18][N:25]([C:26]([O:28][C:29]([CH3:30])([CH3:32])[CH3:31])=[O:27])[CH2:24][C:23]([O:22][CH2:20][CH3:21])=[O:33])=[O:5])[CH3:2]. The catalyst class is: 9. (2) Reactant: [Br:1][C:2]1[CH:7]=[CH:6][C:5]([OH:8])=[CH:4][CH:3]=1.P(OC1C=CC=CC=1)(OC1C=CC=CC=1)(O[CH2:12][CH2:13][C:14]([CH3:16])=[CH2:15])=O.C([O-])([O-])=O.[Cs+].[Cs+].CN(C=O)C. Product: [CH3:16][C:14](=[CH2:15])[CH2:13][CH2:12][O:8][C:5]1[CH:6]=[CH:7][C:2]([Br:1])=[CH:3][CH:4]=1. The catalyst class is: 6. (3) Reactant: [C:1]1([S:7]([N:10]2[CH2:17][CH2:16][CH2:15][C@H:11]2[C:12](O)=[O:13])(=[O:9])=[O:8])[CH:6]=[CH:5][CH:4]=[CH:3][CH:2]=1.C(Cl)(=O)C([Cl:21])=O.CN(C)C=O. Product: [C:1]1([S:7]([N:10]2[CH2:17][CH2:16][CH2:15][CH:11]2[C:12]([Cl:21])=[O:13])(=[O:9])=[O:8])[CH:6]=[CH:5][CH:4]=[CH:3][CH:2]=1. The catalyst class is: 503.